This data is from Reaction yield outcomes from USPTO patents with 853,638 reactions. The task is: Predict the reaction yield, written as a fraction of the theoretical maximum amount of product (1.0 means a 100% yield; for example, 0.34 means a 34% yield). (1) The reactants are C([Zn]CC)C.[CH:6]1([C:9]#[CH:10])[CH2:8][CH2:7]1.[Li]CCCC.[NH2:16][C:17]1[CH:22]=[CH:21][C:20]([C:23]2[CH:28]=[CH:27][CH:26]=[CH:25][CH:24]=2)=[CH:19][C:18]=1[C:29](=[O:34])[C:30]([F:33])([F:32])[F:31].[CH3:35][S:36](O)(=[O:38])=[O:37]. The catalyst is C1COCC1.C1(C)C=CC=CC=1.C1(C)C=CC=CC=1. The product is [CH3:35][S:36]([O:34][C@@:29]([C:18]1[CH:19]=[C:20]([C:23]2[CH:24]=[CH:25][CH:26]=[CH:27][CH:28]=2)[CH:21]=[CH:22][C:17]=1[NH2:16])([C:10]#[C:9][CH:6]1[CH2:8][CH2:7]1)[C:30]([F:31])([F:32])[F:33])(=[O:38])=[O:37]. The yield is 0.590. (2) The reactants are [CH2:1]([OH:8])[C:2]1[CH:7]=[CH:6][CH:5]=[CH:4][CH:3]=1.[H-].[Na+].[Br:11][C:12]1[CH:13]=[N:14][CH:15]=[C:16](Br)[CH:17]=1. The catalyst is CN(C=O)C. The product is [CH2:1]([O:8][C:16]1[CH:15]=[N:14][CH:13]=[C:12]([Br:11])[CH:17]=1)[C:2]1[CH:7]=[CH:6][CH:5]=[CH:4][CH:3]=1. The yield is 0.430. (3) The reactants are [Br:1][C:2]1[CH:7]=[CH:6][C:5]([OH:8])=[C:4]([N+:9]([O-:11])=[O:10])[C:3]=1[CH3:12].[C:13]([O-])([O-])=O.[K+].[K+].IC. The catalyst is CC(C)=O. The product is [Br:1][C:2]1[CH:7]=[CH:6][C:5]([O:8][CH3:13])=[C:4]([N+:9]([O-:11])=[O:10])[C:3]=1[CH3:12]. The yield is 0.960. (4) The reactants are [CH3:1][O:2][C:3]1[C:4](=[O:23])[C:5]([C:19]([O:21]C)=[O:20])=[N:6][N:7]([C:9]2[CH:10]=[CH:11][CH:12]=[C:13]3[C:18]=2[N:17]=[CH:16][CH:15]=[CH:14]3)[CH:8]=1.[OH-].[Na+].C1COCC1.Cl. The catalyst is CO. The product is [CH3:1][O:2][C:3]1[C:4](=[O:23])[C:5]([C:19]([OH:21])=[O:20])=[N:6][N:7]([C:9]2[CH:10]=[CH:11][CH:12]=[C:13]3[C:18]=2[N:17]=[CH:16][CH:15]=[CH:14]3)[CH:8]=1. The yield is 0.750. (5) The reactants are C(OC([N:8]1[CH2:13][CH2:12][N:11]([C:14]2[N:15]=[CH:16][NH:17][C:18](=[O:20])[CH:19]=2)[CH2:10][CH2:9]1)=O)(C)(C)C.CC1C=CC(S(O)(=O)=O)=CC=1. The catalyst is ClCCl. The product is [N:11]1([C:14]2[N:15]=[CH:16][NH:17][C:18](=[O:20])[CH:19]=2)[CH2:12][CH2:13][NH:8][CH2:9][CH2:10]1. The yield is 0.900.